This data is from Full USPTO retrosynthesis dataset with 1.9M reactions from patents (1976-2016). The task is: Predict the reactants needed to synthesize the given product. Given the product [CH3:25][N:8]1[C:5]2=[CH:6][N:7]=[CH:2][CH:3]=[C:4]2[C:10]([C:11]2[CH:12]=[CH:13][C:14]([NH:17][C:18](=[O:24])[O:19][C:20]([CH3:22])([CH3:21])[CH3:23])=[CH:15][CH:16]=2)=[CH:9]1, predict the reactants needed to synthesize it. The reactants are: Cl[C:2]1[CH:3]=[C:4]2[C:10]([C:11]3[CH:16]=[CH:15][C:14]([NH:17][C:18](=[O:24])[O:19][C:20]([CH3:23])([CH3:22])[CH3:21])=[CH:13][CH:12]=3)=[CH:9][N:8]([CH3:25])[C:5]2=[CH:6][N:7]=1.